This data is from Reaction yield outcomes from USPTO patents with 853,638 reactions. The task is: Predict the reaction yield, written as a fraction of the theoretical maximum amount of product (1.0 means a 100% yield; for example, 0.34 means a 34% yield). (1) The reactants are C(=O)([O-])[O-].[K+].[K+].Cl.[OH:8][C:9]1[CH:14]=[CH:13][C:12]([N:15]2[C:20]([CH3:21])=[CH:19][C:18](=[O:22])[CH:17]=[C:16]2[CH3:23])=[CH:11][CH:10]=1.[CH2:24]([CH:26]([CH2:29][CH2:30][CH2:31][CH3:32])[CH2:27]Br)[CH3:25].[I-].[K+]. The catalyst is O.CN1C(=O)CCC1. The product is [CH2:24]([CH:26]([CH2:29][CH2:30][CH2:31][CH3:32])[CH2:27][O:8][C:9]1[CH:14]=[CH:13][C:12]([N:15]2[C:16]([CH3:23])=[CH:17][C:18](=[O:22])[CH:19]=[C:20]2[CH3:21])=[CH:11][CH:10]=1)[CH3:25]. The yield is 0.410. (2) The reactants are [F:1][C:2]1[CH:3]=[C:4]([CH:13]=[CH:14][C:15]=1[F:16])[CH2:5][N:6]1[CH2:11][CH2:10][C:9](=O)[CH2:8][CH2:7]1.S1C=CC=C1.[CH3:22][NH2:23].[H][H]. The catalyst is [Pd].CO. The product is [F:1][C:2]1[CH:3]=[C:4]([CH:13]=[CH:14][C:15]=1[F:16])[CH2:5][N:6]1[CH2:11][CH2:10][CH:9]([NH:23][CH3:22])[CH2:8][CH2:7]1. The yield is 0.810. (3) The reactants are F[B-](F)(F)F.[F:6][S:7]([F:19])([F:18])([F:17])([F:16])[C:8]1[CH:13]=[CH:12][C:11]([N+]#N)=[CH:10][CH:9]=1.[C:20]([O:24][CH3:25])(=[O:23])[CH:21]=[CH2:22]. The catalyst is C(O)C.C([O-])(=O)C.[Pd+2].C([O-])(=O)C. The product is [F:6][S:7]([F:19])([F:18])([F:17])([F:16])[C:8]1[CH:13]=[CH:12][C:11](/[CH:22]=[CH:21]/[C:20]([O:24][CH3:25])=[O:23])=[CH:10][CH:9]=1. The yield is 0.850. (4) The reactants are [F:1][C:2]([F:12])([F:11])[O:3][C:4]1[CH:10]=[CH:9][CH:8]=[CH:7][C:5]=1[NH2:6].[N:13]([O-])=O.[Na+].[Sn](Cl)(Cl)(Cl)[Cl:18]. The catalyst is O.Cl. The product is [ClH:18].[F:1][C:2]([F:11])([F:12])[O:3][C:4]1[CH:10]=[CH:9][CH:8]=[CH:7][C:5]=1[NH:6][NH2:13]. The yield is 0.690. (5) The reactants are [C:1]([C:3]1[CH:4]=[C:5]2[C:10](=[CH:11][CH:12]=1)[C:8](=[O:9])[O:7][CH2:6]2)#N.[OH-:13].[Na+].Cl.[OH2:16]. No catalyst specified. The product is [O:9]=[C:8]1[C:10]2[C:5](=[CH:4][C:3]([C:1]([OH:16])=[O:13])=[CH:12][CH:11]=2)[CH2:6][O:7]1. The yield is 0.960. (6) The reactants are F[C:2]1[CH:3]=[C:4]([CH2:12][C:13]([OH:15])=[O:14])[CH:5]=[CH:6][C:7]=1C(F)(F)F.[CH2:16](N(CC)CC)[CH3:17].C(Cl)(=O)C(C)(C)C.C([C@@H]1COC(=O)N1)C1C=CC=CC=1.C([Li])CCC.[NH4+].[Cl-]. The catalyst is CCOCC.C1COCC1. The product is [CH3:4][CH2:3][CH2:2][CH2:7][CH2:6][CH3:5].[C:13]([O:15][CH2:16][CH3:17])(=[O:14])[CH3:12]. The yield is 0.571.